Task: Predict the reactants needed to synthesize the given product.. Dataset: Full USPTO retrosynthesis dataset with 1.9M reactions from patents (1976-2016) (1) Given the product [CH3:14][C:15]1[CH:24]=[CH:23][C:22]2[C:17](=[CH:18][CH:19]=[CH:20][C:21]=2[N:25]2[CH2:30][CH2:29][N:28]([CH2:11][CH:10]([C:6]3[CH:7]=[CH:8][CH:9]=[C:4]([N+:1]([O-:3])=[O:2])[CH:5]=3)[CH3:13])[CH2:27][CH2:26]2)[N:16]=1, predict the reactants needed to synthesize it. The reactants are: [N+:1]([C:4]1[CH:5]=[C:6]([CH:10]([CH3:13])[CH:11]=O)[CH:7]=[CH:8][CH:9]=1)([O-:3])=[O:2].[CH3:14][C:15]1[CH:24]=[CH:23][C:22]2[C:17](=[CH:18][CH:19]=[CH:20][C:21]=2[N:25]2[CH2:30][CH2:29][N:28](CCC3C=C(C=CC=3)N)[CH2:27][CH2:26]2)[N:16]=1.C(O[BH-](OC(=O)C)OC(=O)C)(=O)C.[Na+]. (2) Given the product [Cl:18][CH2:19][C:20]1[N:13]=[C:11]([CH:10]=[CH:9][C:6]2[CH:5]=[CH:4][C:3]([S:2]([F:14])([F:15])([F:16])([F:17])[F:1])=[CH:8][CH:7]=2)[O:12][CH:21]=1, predict the reactants needed to synthesize it. The reactants are: [F:1][S:2]([F:17])([F:16])([F:15])([F:14])[C:3]1[CH:8]=[CH:7][C:6]([CH:9]=[CH:10][C:11]([NH2:13])=[O:12])=[CH:5][CH:4]=1.[Cl:18][CH:19](Cl)[C:20](=O)[CH3:21]. (3) Given the product [S:1]1[CH:5]=[CH:4][C:3]([C:6]2[CH:11]=[CH:10][C:9]([CH:12]([CH3:15])[CH2:13][NH:14][C:21]([N:16]3[CH2:20][CH2:19][CH2:18][CH2:17]3)=[O:22])=[CH:8][CH:7]=2)=[CH:2]1, predict the reactants needed to synthesize it. The reactants are: [S:1]1[CH:5]=[CH:4][C:3]([C:6]2[CH:11]=[CH:10][C:9]([CH:12]([CH3:15])[CH2:13][NH2:14])=[CH:8][CH:7]=2)=[CH:2]1.[N:16]1([C:21](Cl)=[O:22])[CH2:20][CH2:19][CH2:18][CH2:17]1. (4) Given the product [CH2:34]([N:23]([C@H:20]1[CH2:19][C@H:18]2[CH2:22][C@@H:21]1[C@@H:16]([NH:15][C:2]1[CH:11]=[C:10]([CH3:12])[C:9]3[C:4](=[CH:5][CH:6]=[C:7]([O:13][CH3:14])[CH:8]=3)[N:3]=1)[CH2:17]2)[C:24](=[O:33])[O:25][CH2:26][C:27]1[CH:32]=[CH:31][CH:30]=[CH:29][CH:28]=1)[C:35]1[CH:36]=[CH:37][CH:38]=[CH:39][CH:40]=1, predict the reactants needed to synthesize it. The reactants are: Cl[C:2]1[CH:11]=[C:10]([CH3:12])[C:9]2[C:4](=[CH:5][CH:6]=[C:7]([O:13][CH3:14])[CH:8]=2)[N:3]=1.[NH2:15][C@@H:16]1[C@H:21]2[CH2:22][C@H:18]([CH2:19][C@@H:20]2[N:23]([CH2:34][C:35]2[CH:40]=[CH:39][CH:38]=[CH:37][CH:36]=2)[C:24](=[O:33])[O:25][CH2:26][C:27]2[CH:32]=[CH:31][CH:30]=[CH:29][CH:28]=2)[CH2:17]1.C([O-])([O-])=O.[Cs+].[Cs+].C1C=CC(P(C2C(C3C(P(C4C=CC=CC=4)C4C=CC=CC=4)=CC=C4C=3C=CC=C4)=C3C(C=CC=C3)=CC=2)C2C=CC=CC=2)=CC=1. (5) Given the product [CH:33]([N:5]1[CH2:6][C@@H:1]2[CH2:7][C@H:4]1[CH2:3][N:2]2[C:8]1[N:13]2[CH:14]=[CH:15][N:16]=[C:12]2[CH:11]=[C:10]([C:17]2[CH:22]=[CH:21][N:20]=[C:19]([NH:23][C@H:24]([C:26]3[CH:27]=[CH:28][CH:29]=[CH:30][CH:31]=3)[CH3:25])[CH:18]=2)[N:9]=1)([CH2:34][CH3:35])[CH3:32], predict the reactants needed to synthesize it. The reactants are: [CH:1]12[CH2:7][CH:4]([NH:5][CH2:6]1)[CH2:3][N:2]2[C:8]1[N:13]2[CH:14]=[CH:15][N:16]=[C:12]2[CH:11]=[C:10]([C:17]2[CH:22]=[CH:21][N:20]=[C:19]([NH:23][CH:24]([C:26]3[CH:31]=[CH:30][CH:29]=[CH:28][CH:27]=3)[CH3:25])[CH:18]=2)[N:9]=1.[CH3:32][C:33](=O)[CH2:34][CH3:35].CO. (6) Given the product [Cl:1][C:2]1[CH:7]=[C:6]([OH:8])[CH:5]=[CH:4][C:3]=1[C:10]1[O:11][CH:12]=[CH:13][N:14]=1, predict the reactants needed to synthesize it. The reactants are: [Cl:1][C:2]1[CH:7]=[C:6]([O:8]C)[CH:5]=[CH:4][C:3]=1[C:10]1[O:11][CH:12]=[CH:13][N:14]=1.B(Br)(Br)Br.